Dataset: Reaction yield outcomes from USPTO patents with 853,638 reactions. Task: Predict the reaction yield, written as a fraction of the theoretical maximum amount of product (1.0 means a 100% yield; for example, 0.34 means a 34% yield). (1) The reactants are [N+:1]([C:4]1[CH:5]=[CH:6][C:7]2[CH2:13][CH2:12][CH2:11][CH2:10][N:9]([C:14](=[O:16])[CH3:15])[C:8]=2[CH:17]=1)([O-])=O. The catalyst is CCO.[Pd]. The product is [NH2:1][C:4]1[CH:5]=[CH:6][C:7]2[CH2:13][CH2:12][CH2:11][CH2:10][N:9]([C:14](=[O:16])[CH3:15])[C:8]=2[CH:17]=1. The yield is 0.900. (2) The reactants are [O:1]1[C:5]2[CH:6]=[CH:7][CH:8]=[CH:9][C:4]=2[CH:3]=[C:2]1[CH:10]=O.CN.CC(O)=O.[BH3-][C:19]#[N:20].[Na+]. The catalyst is CO. The product is [CH3:19][NH:20][CH2:10][C:2]1[O:1][C:5]2[CH:6]=[CH:7][CH:8]=[CH:9][C:4]=2[CH:3]=1. The yield is 0.500. (3) The reactants are [Cl:1][C:2]1[CH:3]=[C:4]([CH:20]=[CH:21][C:22]=1[C:23]([N:25]1[CH2:29][CH2:28][CH2:27][C@@H:26]1[CH2:30][C:31]([O:33]CC)=[O:32])=[O:24])[C:5]([NH:7][C@H:8]([C:10]1[NH:14][C:13]2[CH:15]=[CH:16][C:17]([Cl:19])=[CH:18][C:12]=2[N:11]=1)[CH3:9])=[O:6].[OH-].[Li+].CO.ClCl. The catalyst is O1CCCC1. The product is [Cl:1][C:2]1[CH:3]=[C:4]([CH:20]=[CH:21][C:22]=1[C:23]([N:25]1[CH2:29][CH2:28][CH2:27][C@@H:26]1[CH2:30][C:31]([OH:33])=[O:32])=[O:24])[C:5]([NH:7][C@H:8]([C:10]1[NH:14][C:13]2[CH:15]=[CH:16][C:17]([Cl:19])=[CH:18][C:12]=2[N:11]=1)[CH3:9])=[O:6]. The yield is 0.740. (4) The reactants are C1C=CC2N(O)N=NC=2C=1.CCN(C(C)C)C(C)C.[Cl:20][C:21]1[CH:29]=[CH:28][C:27]([Cl:30])=[CH:26][C:22]=1[C:23]([OH:25])=O.CCN=C=NCCCN(C)C.Cl.[C:43]([O:47][C:48]([N:50]1[CH2:55][CH2:54][NH:53][CH2:52][CH2:51]1)=[O:49])([CH3:46])([CH3:45])[CH3:44]. The catalyst is CN(C=O)C.O. The product is [C:43]([O:47][C:48]([N:50]1[CH2:55][CH2:54][N:53]([C:23](=[O:25])[C:22]2[CH:26]=[C:27]([Cl:30])[CH:28]=[CH:29][C:21]=2[Cl:20])[CH2:52][CH2:51]1)=[O:49])([CH3:46])([CH3:44])[CH3:45]. The yield is 0.840. (5) The reactants are Cl[C:2]1[CH:3]=[C:4]([CH:8]=[CH:9][CH:10]=1)[C:5]([OH:7])=[O:6].[NH2:11][C:12]1[CH:17]=[CH:16][CH:15]=[CH:14][C:13]=1B(O)O.C([O-])([O-])=O.[K+].[K+]. The catalyst is CC([O-])=O.CC([O-])=O.[Pd+2].C1(P(C2CCCCC2)C2C=CC=CC=2C2C(OC)=CC=C(S([O-])(=O)=O)C=2OC)CCCCC1.[Na+].O. The product is [NH2:11][C:12]1[CH:17]=[CH:16][CH:15]=[CH:14][C:13]=1[C:2]1[CH:10]=[CH:9][CH:8]=[C:4]([C:5]([OH:7])=[O:6])[CH:3]=1. The yield is 0.950. (6) The reactants are Br[C:2]1[C:11]2[NH:10][C:9](=[O:12])[C:8]3[S:13][CH:14]=[CH:15][C:7]=3[C:6]=2[C:5]([C:16]2[CH:30]=[CH:29][C:19]([CH2:20][NH:21][C:22](=[O:28])[O:23][C:24]([CH3:27])([CH3:26])[CH3:25])=[CH:18][CH:17]=2)=[C:4]([O:31][CH3:32])[CH:3]=1.[CH3:33]B1OB(C)OB(C)O1. No catalyst specified. The product is [CH3:32][O:31][C:4]1[CH:3]=[C:2]([CH3:33])[C:11]2[NH:10][C:9](=[O:12])[C:8]3[S:13][CH:14]=[CH:15][C:7]=3[C:6]=2[C:5]=1[C:16]1[CH:17]=[CH:18][C:19]([CH2:20][NH:21][C:22](=[O:28])[O:23][C:24]([CH3:26])([CH3:25])[CH3:27])=[CH:29][CH:30]=1. The yield is 0.950. (7) The reactants are CC(C)([O-])C.[K+].[OH:7][CH:8]1[CH2:12][CH2:11][N:10]([C:13]([O:15][C:16]([CH3:19])([CH3:18])[CH3:17])=[O:14])[CH2:9]1.Cl[C:21]1[N:22]=[N:23][C:24]([C:27]2[CH:32]=[CH:31][C:30]([N:33]3[CH:37]=[CH:36][CH:35]=[N:34]3)=[CH:29][C:28]=2[O:38][CH3:39])=[CH:25][CH:26]=1.O. The catalyst is C1COCC1. The product is [CH3:39][O:38][C:28]1[CH:29]=[C:30]([N:33]2[CH:37]=[CH:36][CH:35]=[N:34]2)[CH:31]=[CH:32][C:27]=1[C:24]1[N:23]=[N:22][C:21]([O:7][CH:8]2[CH2:12][CH2:11][N:10]([C:13]([O:15][C:16]([CH3:19])([CH3:18])[CH3:17])=[O:14])[CH2:9]2)=[CH:26][CH:25]=1. The yield is 1.00.